This data is from Forward reaction prediction with 1.9M reactions from USPTO patents (1976-2016). The task is: Predict the product of the given reaction. (1) Given the reactants [NH2:1][C:2]1[CH:10]=[CH:9][C:5]([C:6]([OH:8])=[O:7])=[CH:4][CH:3]=1.OS(O)(=O)=O.[CH3:16]COC(C)=O, predict the reaction product. The product is: [NH2:1][C:2]1[CH:10]=[CH:9][C:5]([C:6]([O:8][CH3:16])=[O:7])=[CH:4][CH:3]=1. (2) Given the reactants [F:1][C:2]([F:48])([F:47])[C:3]1[CH:4]=[C:5]([CH:40]=[C:41]([C:43]([F:46])([F:45])[F:44])[CH:42]=1)[CH2:6][N:7]([CH2:21][C:22]1[CH:27]=[C:26]([C:28]([F:31])([F:30])[F:29])[CH:25]=[CH:24][C:23]=1[N:32]([C:35](=[O:39])[CH2:36][CH2:37][CH3:38])[CH2:33][CH3:34])[C:8]1[N:13]=[CH:12][C:11]([O:14][CH2:15][CH2:16][CH2:17][C:18]([OH:20])=[O:19])=[CH:10][N:9]=1.[OH-].[Na+:50], predict the reaction product. The product is: [Na+:50].[F:48][C:2]([F:1])([F:47])[C:3]1[CH:4]=[C:5]([CH:40]=[C:41]([C:43]([F:44])([F:45])[F:46])[CH:42]=1)[CH2:6][N:7]([CH2:21][C:22]1[CH:27]=[C:26]([C:28]([F:31])([F:30])[F:29])[CH:25]=[CH:24][C:23]=1[N:32]([C:35](=[O:39])[CH2:36][CH2:37][CH3:38])[CH2:33][CH3:34])[C:8]1[N:9]=[CH:10][C:11]([O:14][CH2:15][CH2:16][CH2:17][C:18]([O-:20])=[O:19])=[CH:12][N:13]=1.